This data is from Reaction yield outcomes from USPTO patents with 853,638 reactions. The task is: Predict the reaction yield, written as a fraction of the theoretical maximum amount of product (1.0 means a 100% yield; for example, 0.34 means a 34% yield). (1) The reactants are CCN(C(C)C)C(C)C.Cl.[NH2:11][C@@H:12]([CH:20]([CH3:22])[CH3:21])[C:13]([O:15][C:16]([CH3:19])([CH3:18])[CH3:17])=[O:14].Cl[C:24]([O:26][CH3:27])=[O:25]. The catalyst is C1COCC1. The product is [CH3:27][O:26][C:24]([NH:11][C@@H:12]([CH:20]([CH3:22])[CH3:21])[C:13]([O:15][C:16]([CH3:17])([CH3:19])[CH3:18])=[O:14])=[O:25]. The yield is 0.990. (2) The reactants are C([N:8]1[CH:13]2[CH2:14][C:15]([CH2:25][C:26]([O:28][CH2:29][CH3:30])=[O:27])([NH:17][C:18]([O:20][C:21]([CH3:24])([CH3:23])[CH3:22])=[O:19])[CH2:16][CH:9]1[CH2:10][O:11][CH2:12]2)C1C=CC=CC=1. The catalyst is CO.[Pd]. The product is [C:21]([O:20][C:18]([NH:17][C:15]1([CH2:25][C:26]([O:28][CH2:29][CH3:30])=[O:27])[CH2:14][CH:13]2[NH:8][CH:9]([CH2:10][O:11][CH2:12]2)[CH2:16]1)=[O:19])([CH3:24])([CH3:23])[CH3:22]. The yield is 0.960. (3) The reactants are [O:1]=[C:2]1[C:7]([CH2:8][C:9]2[CH:14]=[CH:13][C:12]([C:15]3[C:16]([C:21]#[N:22])=[CH:17][CH:18]=[CH:19][CH:20]=3)=[CH:11][CH:10]=2)=[C:6]([CH2:23][CH2:24][CH3:25])[N:5]2[N:26]=[CH:27][N:28]=[C:4]2[NH:3]1.[C:29]([C:32]1[CH:37]=[CH:36][C:35](B(O)O)=[CH:34][CH:33]=1)(=[O:31])[CH3:30].[CH2:41](N(CC)CC)C.N1C=CC=CC=1. The catalyst is ClCCl.C(OCC)(=O)C.C([O-])(=O)C.[Cu+2].C([O-])(=O)C. The product is [OH:31][C:29]([C:32]1[CH:37]=[CH:36][C:35]([N:3]2[C:2](=[O:1])[C:7]([CH2:8][C:9]3[CH:10]=[CH:11][C:12]([C:15]4[C:16]([C:21]#[N:22])=[CH:17][CH:18]=[CH:19][CH:20]=4)=[CH:13][CH:14]=3)=[C:6]([CH2:23][CH2:24][CH3:25])[N:5]3[N:26]=[CH:27][N:28]=[C:4]23)=[CH:34][CH:33]=1)([CH3:41])[CH3:30]. The yield is 0.410. (4) The reactants are Br[C:2]1[CH:19]=[C:18]2[C:5]([CH2:6][C:7]3([C:11]42[N:15]=[C:14]([NH2:16])[C:13]([CH3:17])=[N:12]4)[CH2:10][CH2:9][CH2:8]3)=[CH:4][CH:3]=1.[C:20]([CH:22]1[CH2:24][CH2:23]1)#[CH:21].C(N(CC)CC)C. The catalyst is CN(C=O)C.C1C=CC([P]([Pd]([P](C2C=CC=CC=2)(C2C=CC=CC=2)C2C=CC=CC=2)([P](C2C=CC=CC=2)(C2C=CC=CC=2)C2C=CC=CC=2)[P](C2C=CC=CC=2)(C2C=CC=CC=2)C2C=CC=CC=2)(C2C=CC=CC=2)C2C=CC=CC=2)=CC=1. The product is [CH:22]1([C:20]#[C:21][C:2]2[CH:19]=[C:18]3[C:5]([CH2:6][C:7]4([C:11]53[N:15]=[C:14]([NH2:16])[C:13]([CH3:17])=[N:12]5)[CH2:8][CH2:9][CH2:10]4)=[CH:4][CH:3]=2)[CH2:24][CH2:23]1. The yield is 0.480. (5) The reactants are Cl.[NH2:2][OH:3].S([O-])([O-])(=O)=O.[Na+].[Na+].Cl.[C:12]([N:15]1[C:23]2[C:18](=[CH:19][CH:20]=[CH:21][C:22]=2[NH2:24])[CH2:17][CH2:16]1)(=[O:14])[CH3:13].Cl[C:26](Cl)(Cl)[CH:27]([OH:29])O. The catalyst is O. The product is [C:12]([N:15]1[C:23]2[C:18](=[CH:19][CH:20]=[CH:21][C:22]=2[NH:24][C:27](=[O:29])[CH:26]=[N:2][OH:3])[CH2:17][CH2:16]1)(=[O:14])[CH3:13]. The yield is 0.820. (6) The reactants are Br[C:2]1[CH:7]=[CH:6][CH:5]=[CH:4][CH:3]=1.[Li]C(C)(C)C.[C:13]1([C@@H:19]([N@:21]2[CH2:23][CH:22]2[CH:24]=[O:25])[CH3:20])[CH:18]=[CH:17][CH:16]=[CH:15][CH:14]=1.O. The catalyst is C1COCC1. The product is [C:2]1([C@H:24]([CH:22]2[CH2:23][N@@:21]2[C@H:19]([C:13]2[CH:18]=[CH:17][CH:16]=[CH:15][CH:14]=2)[CH3:20])[OH:25])[CH:7]=[CH:6][CH:5]=[CH:4][CH:3]=1. The yield is 0.860. (7) The reactants are Cl.[F:2][C:3]1[CH:8]=[CH:7][C:6]([CH:9]([OH:23])[CH:10]([NH2:22])[CH2:11][C:12]2[CH:17]=[CH:16][C:15]([C:18]([F:21])([F:20])[F:19])=[CH:14][CH:13]=2)=[CH:5][CH:4]=1.C(N(CC)CC)C.[F:31][C:32]([F:43])([F:42])[C:33]1[CH:38]=[CH:37][C:36]([N:39]=[C:40]=[O:41])=[CH:35][CH:34]=1. The catalyst is C(#N)C.O. The product is [F:2][C:3]1[CH:4]=[CH:5][C:6]([CH:9]([OH:23])[CH:10]([NH:22][C:40]([NH:39][C:36]2[CH:35]=[CH:34][C:33]([C:32]([F:31])([F:42])[F:43])=[CH:38][CH:37]=2)=[O:41])[CH2:11][C:12]2[CH:17]=[CH:16][C:15]([C:18]([F:21])([F:20])[F:19])=[CH:14][CH:13]=2)=[CH:7][CH:8]=1. The yield is 0.650. (8) The reactants are [CH3:1][O:2][C:3](=[O:29])[CH2:4][C:5]1[CH:10]=[CH:9][C:8]([C:11]#[C:12][C:13]2[CH:14]=[C:15]3[C:20](=[C:21]([CH2:23]O)[CH:22]=2)[O:19][C:18]([CH3:26])([CH3:25])[CH2:17][C:16]3([CH3:28])[CH3:27])=[CH:7][CH:6]=1.C1(P(C2C=CC=CC=2)C2C=CC=CC=2)C=CC=CC=1.[Br:49]N1C(=O)CCC1=O. The catalyst is ClCCl. The product is [CH3:1][O:2][C:3](=[O:29])[CH2:4][C:5]1[CH:10]=[CH:9][C:8]([C:11]#[C:12][C:13]2[CH:14]=[C:15]3[C:20](=[C:21]([CH2:23][Br:49])[CH:22]=2)[O:19][C:18]([CH3:26])([CH3:25])[CH2:17][C:16]3([CH3:28])[CH3:27])=[CH:7][CH:6]=1. The yield is 0.800. (9) No catalyst specified. The product is [NH2:17][CH2:1][CH2:2][CH2:3][CH2:4][CH2:5][CH2:6][CH2:7][CH2:8][CH2:9][CH:10]=[CH2:11]. The reactants are [CH2:1](O)[CH2:2][CH2:3][CH2:4][CH2:5][CH2:6][CH2:7][CH2:8][CH2:9][CH:10]=[CH2:11].C1(=O)[NH:17]C(=O)C2=CC=CC=C12.NN. The yield is 0.660.